From a dataset of Reaction yield outcomes from USPTO patents with 853,638 reactions. Predict the reaction yield, written as a fraction of the theoretical maximum amount of product (1.0 means a 100% yield; for example, 0.34 means a 34% yield). (1) The reactants are C1(OC)C=CC=CC=1.COC1C=CC(C[O:16][C:17](=[O:64])[CH:18]([NH:33][C:34]([NH:36][CH:37]([C:52]([O:54]CC2C=CC(OC)=CC=2)=[O:53])[CH2:38][CH2:39][CH2:40][CH2:41][NH:42][C:43](=[O:51])[C:44]2[CH:49]=[CH:48][C:47]([F:50])=[CH:46][CH:45]=2)=[O:35])[CH2:19][CH2:20][C:21]([O:23]CC2C=CC(OC)=CC=2)=[O:22])=CC=1. The catalyst is C(O)(C(F)(F)F)=O. The product is [C:52]([CH:37]([NH:36][C:34](=[O:35])[NH:33][CH:18]([CH2:19][CH2:20][C:21]([OH:23])=[O:22])[C:17]([OH:64])=[O:16])[CH2:38][CH2:39][CH2:40][CH2:41][NH:42][C:43](=[O:51])[C:44]1[CH:45]=[CH:46][C:47]([F:50])=[CH:48][CH:49]=1)([OH:54])=[O:53]. The yield is 0.790. (2) The reactants are Br[C:2]1[C:3]2[N:10]([CH2:11][CH3:12])[C:9]([C:13]3[C:14]([NH2:18])=[N:15][O:16][N:17]=3)=[N:8][C:4]=2[CH:5]=[N:6][CH:7]=1.[C:19]([C:22]1[CH:27]=[CH:26][C:25](B(O)O)=[CH:24][CH:23]=1)([OH:21])=[O:20].C(=O)([O-])[O-].[Na+].[Na+]. The catalyst is O1CCOCC1.C1C=CC([P]([Pd]([P](C2C=CC=CC=2)(C2C=CC=CC=2)C2C=CC=CC=2)([P](C2C=CC=CC=2)(C2C=CC=CC=2)C2C=CC=CC=2)[P](C2C=CC=CC=2)(C2C=CC=CC=2)C2C=CC=CC=2)(C2C=CC=CC=2)C2C=CC=CC=2)=CC=1. The product is [NH2:18][C:14]1[C:13]([C:9]2[N:10]([CH2:11][CH3:12])[C:3]3[C:2]([C:25]4[CH:26]=[CH:27][C:22]([C:19]([OH:21])=[O:20])=[CH:23][CH:24]=4)=[CH:7][N:6]=[CH:5][C:4]=3[N:8]=2)=[N:17][O:16][N:15]=1. The yield is 0.350. (3) The reactants are [CH3:1][C:2]([OH:19])([CH3:18])[CH2:3][N:4]1[CH:8]=[C:7](B2OC(C)(C)C(C)(C)O2)[CH:6]=[N:5]1.Cl[C:21]1[C:29]2[C:24](=[CH:25][N:26]=[C:27]([C:30]3[CH:31]=[N:32][N:33]([CH3:35])[CH:34]=3)[CH:28]=2)[N:23](C2CCCCO2)[N:22]=1. The yield is 0.407. No catalyst specified. The product is [CH3:18][C:2]([OH:19])([CH3:1])[CH2:3][N:4]1[CH:8]=[C:7]([C:21]2[C:29]3[C:24](=[CH:25][N:26]=[C:27]([C:30]4[CH:31]=[N:32][N:33]([CH3:35])[CH:34]=4)[CH:28]=3)[NH:23][N:22]=2)[CH:6]=[N:5]1. (4) The reactants are [OH:1][C:2]1[C:3]([I:11])=[N:4][CH:5]=[C:6]([CH:10]=1)[C:7]([O-:9])=[O:8].[S:12]1[CH:16]=[CH:15][C:14]([CH2:17][CH2:18]O)=[CH:13]1.[C:20]1(P(C2C=CC=CC=2)C2C=CC=CC=2)C=CC=CC=1.O1CCCC1.N(C(OC(C)C)=O)=NC(OC(C)C)=O. No catalyst specified. The product is [I:11][C:3]1[C:2]([O:1][CH2:18][CH2:17][C:14]2[CH:15]=[CH:16][S:12][CH:13]=2)=[CH:10][C:6]([C:7]([O:9][CH3:20])=[O:8])=[CH:5][N:4]=1. The yield is 0.932. (5) The product is [F:20][C:21]1[N:29]=[CH:28][CH:27]=[CH:26][C:22]=1[C:23]#[N:25]. The reactants are C1(P(C2C=CC=CC=2)C2C=CC=CC=2)C=CC=CC=1.[F:20][C:21]1[N:29]=[CH:28][CH:27]=[CH:26][C:22]=1[C:23]([NH2:25])=O. The yield is 0.640. The catalyst is ClC(Cl)C.C(Cl)(Cl)(Cl)Cl. (6) The reactants are [C:1]12([C:11]3[CH:27]=[CH:26][C:14]([O:15][CH2:16][C:17]([N:19]4[CH2:24][CH2:23][N:22]([CH3:25])[CH2:21][CH2:20]4)=[O:18])=[CH:13][CH:12]=3)[CH2:10][CH:5]3[CH2:6][CH:7]([CH2:9][CH:3]([CH2:4]3)[CH2:2]1)[CH2:8]2.[C:28]([OH:37])(=[O:36])[C@@H:29]([C@H:31]([C:33]([OH:35])=[O:34])[OH:32])[OH:30]. No catalyst specified. The product is [C:33]([C@H:31]([OH:32])[C@@H:29]([OH:30])[C:28]([O-:37])=[O:36])([OH:35])=[O:34].[C:1]12([C:11]3[CH:27]=[CH:26][C:14]([O:15][CH2:16][C:17]([N:19]4[CH2:24][CH2:23][NH+:22]([CH3:25])[CH2:21][CH2:20]4)=[O:18])=[CH:13][CH:12]=3)[CH2:10][CH:5]3[CH2:6][CH:7]([CH2:9][CH:3]([CH2:4]3)[CH2:2]1)[CH2:8]2. The yield is 0.850. (7) The reactants are [OH:1][C:2]1[CH:10]=[CH:9][C:5]([C:6]([OH:8])=[O:7])=[CH:4][CH:3]=1.[Na+].[I-:12].[OH-].[Na+].Cl[O-].[Na+].[O-]S([O-])(=S)=O.[Na+].[Na+].Cl. The catalyst is CO.O. The product is [OH:1][C:2]1[CH:10]=[CH:9][C:5]([C:6]([OH:8])=[O:7])=[CH:4][C:3]=1[I:12]. The yield is 0.900. (8) The reactants are F[C:2]1[CH:7]=[CH:6][N:5]=[C:4]([NH:8][C:9](=[O:25])[C:10]2[CH:15]=[CH:14][C:13]([B:16]3[O:20][C:19]([CH3:22])([CH3:21])[C:18]([CH3:24])([CH3:23])[O:17]3)=[CH:12][CH:11]=2)[CH:3]=1.C(C1[S:32]C(N)=NC=1)C. No catalyst specified. The product is [CH2:2]([C:7]1[S:32][C:4]([NH:8][C:9](=[O:25])[C:10]2[CH:15]=[CH:14][C:13]([B:16]3[O:20][C:19]([CH3:22])([CH3:21])[C:18]([CH3:24])([CH3:23])[O:17]3)=[CH:12][CH:11]=2)=[N:5][CH:6]=1)[CH3:3]. The yield is 0.342. (9) The reactants are [CH3:1][N:2]1[C:6]2[CH:7]=[N:8][C:9]3[CH:10]=[CH:11][C:12]([C:15]4[CH:16]=[N:17][C:18]5[C:23]([CH:24]=4)=[CH:22][CH:21]=[CH:20][CH:19]=5)=[N:13][C:14]=3[C:5]=2[N:4]([CH:25]2[CH2:30][CH2:29][N:28](C(OCC3C=CC=CC=3)=O)[CH2:27][CH2:26]2)[C:3]1=[O:41].I[Si](C)(C)C. The catalyst is C(Cl)(Cl)Cl. The product is [CH3:1][N:2]1[C:6]2[CH:7]=[N:8][C:9]3[CH:10]=[CH:11][C:12]([C:15]4[CH:16]=[N:17][C:18]5[C:23]([CH:24]=4)=[CH:22][CH:21]=[CH:20][CH:19]=5)=[N:13][C:14]=3[C:5]=2[N:4]([CH:25]2[CH2:30][CH2:29][NH:28][CH2:27][CH2:26]2)[C:3]1=[O:41]. The yield is 0.960.